Dataset: Reaction yield outcomes from USPTO patents with 853,638 reactions. Task: Predict the reaction yield, written as a fraction of the theoretical maximum amount of product (1.0 means a 100% yield; for example, 0.34 means a 34% yield). (1) The reactants are Cl[C:2]1[CH:10]=[CH:9][C:5]([C:6]([OH:8])=[O:7])=[CH:4][C:3]=1[N+:11]([O-:13])=[O:12].[OH-:14].[Na+].Cl. The product is [OH:14][C:2]1[CH:10]=[CH:9][C:5]([C:6]([OH:8])=[O:7])=[CH:4][C:3]=1[N+:11]([O-:13])=[O:12]. The catalyst is O. The yield is 0.980. (2) The reactants are [OH-].[Na+].[Cl:3][C:4]1[CH:13]=[C:12]([C:14]([NH:16][C@@H:17]([C:19]2[C:28]3[C:23](=[CH:24][CH:25]=[CH:26][CH:27]=3)[CH:22]=[CH:21][CH:20]=2)[CH3:18])=[O:15])[CH:11]=[C:10]([Cl:29])[C:5]=1[C:6]([O:8]C)=[O:7].N1CC2C(=CC=CC=2)C[C@H]1C(O)=O.CO. The catalyst is O.O1CCCC1. The product is [Cl:3][C:4]1[CH:13]=[C:12]([C:14]([NH:16][C@@H:17]([C:19]2[C:28]3[C:23](=[CH:24][CH:25]=[CH:26][CH:27]=3)[CH:22]=[CH:21][CH:20]=2)[CH3:18])=[O:15])[CH:11]=[C:10]([Cl:29])[C:5]=1[C:6]([OH:8])=[O:7]. The yield is 0.890. (3) The reactants are [CH2:1]([C:3]1[N:4]=[C:5]([C:8]2[CH:33]=[CH:32][C:11]([O:12][CH2:13][CH2:14][CH2:15][O:16][C:17]3[CH:18]=[C:19]4[C:23](=[CH:24][CH:25]=3)[C@H:22]([CH2:26][C:27]([O:29]CC)=[O:28])[CH2:21][CH2:20]4)=[C:10]([O:34][CH3:35])[CH:9]=2)[O:6][CH:7]=1)[CH3:2].[Li+].[OH-]. The catalyst is C1COCC1.O.CCO. The product is [CH2:1]([C:3]1[N:4]=[C:5]([C:8]2[CH:33]=[CH:32][C:11]([O:12][CH2:13][CH2:14][CH2:15][O:16][C:17]3[CH:18]=[C:19]4[C:23](=[CH:24][CH:25]=3)[C@H:22]([CH2:26][C:27]([OH:29])=[O:28])[CH2:21][CH2:20]4)=[C:10]([O:34][CH3:35])[CH:9]=2)[O:6][CH:7]=1)[CH3:2]. The yield is 0.770. (4) The reactants are [CH2:1]([N:4]1[CH2:13][CH2:12][C:11]2[C:6](=[CH:7][CH:8]=[CH:9][CH:10]=2)[CH2:5]1)[C:2]#[CH:3].Br[C:15]1[CH:20]=[CH:19][CH:18]=[C:17]([N+:21]([O-:23])=[O:22])[CH:16]=1. The catalyst is C(N(CC)CC)C.[Cu]I.C1C=CC([P]([Pd]([P](C2C=CC=CC=2)(C2C=CC=CC=2)C2C=CC=CC=2)([P](C2C=CC=CC=2)(C2C=CC=CC=2)C2C=CC=CC=2)[P](C2C=CC=CC=2)(C2C=CC=CC=2)C2C=CC=CC=2)(C2C=CC=CC=2)C2C=CC=CC=2)=CC=1. The product is [N+:21]([C:17]1[CH:16]=[C:15]([C:3]#[C:2][CH2:1][N:4]2[CH2:13][CH2:12][C:11]3[C:6](=[CH:7][CH:8]=[CH:9][CH:10]=3)[CH2:5]2)[CH:20]=[CH:19][CH:18]=1)([O-:23])=[O:22]. The yield is 0.660. (5) The reactants are [NH2:1][C:2]1[CH:7]=[C:6]([Cl:8])[CH:5]=[CH:4][C:3]=1[SH:9].Cl[CH2:11][C:12]1[N:13]=[CH:14][N:15]([CH2:17][CH2:18][CH3:19])[CH:16]=1.C([O-])([O-])=O.[K+].[K+]. The catalyst is CN(C=O)C. The product is [Cl:8][C:6]1[CH:5]=[CH:4][C:3]([S:9][CH2:11][C:12]2[N:13]=[CH:14][N:15]([CH2:17][CH2:18][CH3:19])[CH:16]=2)=[C:2]([CH:7]=1)[NH2:1]. The yield is 0.670. (6) The reactants are [Cl:1][C:2]1[CH:16]=[C:15]([N+:17]([O-])=O)[CH:14]=[CH:13][C:3]=1[O:4][CH2:5][C:6]1[CH:11]=[CH:10][CH:9]=[C:8]([CH3:12])[N:7]=1. The catalyst is C(O)(=O)C.[Fe]. The product is [Cl:1][C:2]1[CH:16]=[C:15]([CH:14]=[CH:13][C:3]=1[O:4][CH2:5][C:6]1[CH:11]=[CH:10][CH:9]=[C:8]([CH3:12])[N:7]=1)[NH2:17]. The yield is 0.880. (7) The reactants are C(=O)([O-])[O-].[K+].[K+].[C:7](=[O:24])([O:9][CH:10]([C:20]([CH3:23])([CH3:22])[CH3:21])[C:11]1[NH:15][N:14]=[C:13]([C:16]([CH3:19])([CH3:18])[CH3:17])[N:12]=1)[NH2:8].[Cl:25][C:26]1[CH:27]=[C:28](I)[CH:29]=[CH:30][CH:31]=1.CNC1CCCCC1NC. The catalyst is [Cu](I)I.CN(C)C=O. The product is [C:7](=[O:24])([O:9][CH:10]([C:20]([CH3:23])([CH3:22])[CH3:21])[C:11]1[N:15]([C:30]2[CH:29]=[CH:28][CH:27]=[C:26]([Cl:25])[CH:31]=2)[N:14]=[C:13]([C:16]([CH3:17])([CH3:18])[CH3:19])[N:12]=1)[NH2:8]. The yield is 0.680.